Dataset: Forward reaction prediction with 1.9M reactions from USPTO patents (1976-2016). Task: Predict the product of the given reaction. (1) Given the reactants [CH3:1][O:2][C:3]([C:5]1[C:6]([OH:24])=[C:7]2[C:12](=[CH:13][N:14]=1)[N:11]([CH2:15][C:16]1[CH:21]=[CH:20][CH:19]=[CH:18][CH:17]=1)[C:10](=[O:22])[C:9](Br)=[CH:8]2)=[O:4].[F:25][C:26]([F:37])([F:36])[C:27]1[CH:32]=[CH:31][C:30](B(O)O)=[CH:29][CH:28]=1.[O-]P([O-])([O-])=O.[K+].[K+].[K+].Cl, predict the reaction product. The product is: [CH3:1][O:2][C:3]([C:5]1[C:6]([OH:24])=[C:7]2[C:12](=[CH:13][N:14]=1)[N:11]([CH2:15][C:16]1[CH:21]=[CH:20][CH:19]=[CH:18][CH:17]=1)[C:10](=[O:22])[C:9]([C:30]1[CH:31]=[CH:32][C:27]([C:26]([F:37])([F:36])[F:25])=[CH:28][CH:29]=1)=[CH:8]2)=[O:4]. (2) Given the reactants Cl[CH2:2][CH2:3][CH2:4][CH2:5][CH2:6][CH2:7][O:8][C:9]1[C:10]([O:29][CH3:30])=[CH:11][CH:12]=[C:13]2[C:18]=1[NH:17][C:16](=[O:19])[CH:15]=[C:14]2[NH:20][C:21]1[C:26]([Cl:27])=[CH:25][N:24]=[CH:23][C:22]=1[Cl:28].[CH3:31][NH:32][CH2:33][CH2:34][OH:35], predict the reaction product. The product is: [Cl:28][C:22]1[CH:23]=[N:24][CH:25]=[C:26]([Cl:27])[C:21]=1[NH:20][C:14]1[C:13]2[C:18](=[C:9]([O:8][CH2:7][CH2:6][CH2:5][CH2:4][CH2:3][CH2:2][N:32]([CH2:33][CH2:34][OH:35])[CH3:31])[C:10]([O:29][CH3:30])=[CH:11][CH:12]=2)[NH:17][C:16](=[O:19])[CH:15]=1. (3) Given the reactants [Cl:1][C:2]1[CH:7]=[CH:6][C:5]([C:8]2([OH:41])[CH2:13][CH2:12][N:11]([CH2:14][CH2:15][CH:16]=[C:17]3[C:23]4[CH:24]=[CH:25][CH:26]=[N:27][C:22]=4[CH2:21][O:20][C:19]4[CH:28]=[CH:29][C:30]([O:32][CH2:33][CH2:34][O:35]C(=O)C)=[CH:31][C:18]3=4)[CH2:10][C:9]2([CH3:40])[CH3:39])=[CH:4][CH:3]=1.[OH-].[Na+], predict the reaction product. The product is: [Cl:1][C:2]1[CH:7]=[CH:6][C:5]([C:8]2([OH:41])[CH2:13][CH2:12][N:11]([CH2:14][CH2:15][CH:16]=[C:17]3[C:23]4[CH:24]=[CH:25][CH:26]=[N:27][C:22]=4[CH2:21][O:20][C:19]4[CH:28]=[CH:29][C:30]([O:32][CH2:33][CH2:34][OH:35])=[CH:31][C:18]3=4)[CH2:10][C:9]2([CH3:39])[CH3:40])=[CH:4][CH:3]=1. (4) Given the reactants [C:1]([Si:5]([CH3:19])([CH3:18])[O:6][CH:7]([C:11]1([CH2:15][CH2:16][CH3:17])[CH2:14][CH2:13][CH2:12]1)[CH2:8][C:9]#[CH:10])([CH3:4])([CH3:3])[CH3:2].[I:20]N1C(=O)CCC1=O, predict the reaction product. The product is: [C:1]([Si:5]([O:6][CH:7]([C:11]1([CH2:15][CH2:16][CH3:17])[CH2:14][CH2:13][CH2:12]1)[CH2:8][CH:9]=[CH:10][I:20])([CH3:19])[CH3:18])([CH3:3])([CH3:4])[CH3:2]. (5) Given the reactants FC(F)(F)C(O)=O.[Cl:8][C:9]1[CH:14]=[CH:13][C:12]([NH:15][C:16](=[O:30])[NH:17][C:18]2[S:26][C:21]3[CH2:22][NH:23][CH2:24][CH2:25][C:20]=3[C:19]=2[C:27]([NH2:29])=[O:28])=[CH:11][CH:10]=1.C([O-])(=O)C.[Na+].S([O-])([O-])(=O)=O.[Mg+2].[CH:42]1([C:46](=O)[CH3:47])[CH2:45][CH2:44][CH2:43]1.C(O[BH-](OC(=O)C)OC(=O)C)(=O)C.[Na+], predict the reaction product. The product is: [Cl:8][C:9]1[CH:10]=[CH:11][C:12]([NH:15][C:16](=[O:30])[NH:17][C:18]2[S:26][C:21]3[CH2:22][N:23]([CH:46]([CH:42]4[CH2:45][CH2:44][CH2:43]4)[CH3:47])[CH2:24][CH2:25][C:20]=3[C:19]=2[C:27]([NH2:29])=[O:28])=[CH:13][CH:14]=1. (6) The product is: [CH2:1]([O:8][C:9]1[CH:10]=[C:11]([C:15]2[N:16]=[C:17]([C:25]([CH3:28])([CH3:27])[CH3:26])[N:18]3[CH:23]=[CH:22][N:21]=[C:20]([NH2:49])[C:19]=23)[CH:12]=[CH:13][CH:14]=1)[C:2]1[CH:7]=[CH:6][CH:5]=[CH:4][CH:3]=1. Given the reactants [CH2:1]([O:8][C:9]1[CH:10]=[C:11]([C:15]2[N:16]=[C:17]([C:25]([CH3:28])([CH3:27])[CH3:26])[N:18]3[CH:23]=[CH:22][N:21]=[C:20](Cl)[C:19]=23)[CH:12]=[CH:13][CH:14]=1)[C:2]1[CH:7]=[CH:6][CH:5]=[CH:4][CH:3]=1.O=P(Cl)(Cl)Cl.C(OC1C=C(C(C2C(Cl)=NC=CN=2)[NH:49]C(=O)C(C)(C)C)C=CC=1)C1C=CC=CC=1, predict the reaction product. (7) Given the reactants [N:1]1([C:5]([C:7]2[N:8]=[CH:9][C:10]([O:13][C:14]3[CH:15]=[C:16]([CH:21]=[C:22]([O:24][C@H:25]4[CH2:29][CH2:28][O:27][CH2:26]4)[CH:23]=3)[C:17]([O:19]C)=[O:18])=[N:11][CH:12]=2)=[O:6])[CH2:4][CH2:3][CH2:2]1.[OH-].[Na+].O, predict the reaction product. The product is: [N:1]1([C:5]([C:7]2[N:8]=[CH:9][C:10]([O:13][C:14]3[CH:15]=[C:16]([CH:21]=[C:22]([O:24][C@H:25]4[CH2:29][CH2:28][O:27][CH2:26]4)[CH:23]=3)[C:17]([OH:19])=[O:18])=[N:11][CH:12]=2)=[O:6])[CH2:2][CH2:3][CH2:4]1. (8) Given the reactants [O:1]=[CH:2][CH2:3][CH2:4][CH:5]1[CH2:10][CH2:9][N:8]([C:11]([O:13][C:14]([CH3:17])([CH3:16])[CH3:15])=[O:12])[CH2:7][CH2:6]1.[Br:18]C1(Br)C(=O)NC(=O)NC1=O, predict the reaction product. The product is: [Br:18][CH:3]([CH:2]=[O:1])[CH2:4][CH:5]1[CH2:10][CH2:9][N:8]([C:11]([O:13][C:14]([CH3:17])([CH3:16])[CH3:15])=[O:12])[CH2:7][CH2:6]1. (9) Given the reactants [NH2:1][C@@H:2]([C:5]1[N:6]([S:13]([C:16]2[CH:22]=[CH:21][C:19]([CH3:20])=[CH:18][CH:17]=2)(=[O:15])=[O:14])[CH:7]=[CH:8][C:9]=1[C:10](O)=[O:11])[CH2:3][CH3:4].FC(F)(F)C(O)=O.N[C@@H](C1N(S(C2C=CC(C)=CC=2)(=O)=O)C=CC=1C(O)=O)CC.CCN(C(C)C)C(C)C.CCCP1(OP(CCC)(=O)OP(CCC)(=O)O1)=O, predict the reaction product. The product is: [CH2:3]([C@@H:2]1[C:5]2[N:6]([S:13]([C:16]3[CH:22]=[CH:21][C:19]([CH3:20])=[CH:18][CH:17]=3)(=[O:15])=[O:14])[CH:7]=[CH:8][C:9]=2[C:10](=[O:11])[NH:1]1)[CH3:4]. (10) Given the reactants [Cl:1][C:2]1[CH:3]=[N:4][C:5]2[N:6]([N:8]=[C:9]([C:11]([OH:13])=O)[CH:10]=2)[CH:7]=1.[CH3:14][C:15]1[N:19]2[CH2:20][CH2:21][NH:22][CH:23]([CH3:24])[C:18]2=[N:17][CH:16]=1, predict the reaction product. The product is: [Cl:1][C:2]1[CH:3]=[N:4][C:5]2[N:6]([N:8]=[C:9]([C:11]([N:22]3[CH2:21][CH2:20][N:19]4[C:15]([CH3:14])=[CH:16][N:17]=[C:18]4[CH:23]3[CH3:24])=[O:13])[CH:10]=2)[CH:7]=1.